Task: Predict the product of the given reaction.. Dataset: Forward reaction prediction with 1.9M reactions from USPTO patents (1976-2016) (1) Given the reactants Br[C:2]1[CH:3]=[CH:4][C:5]2[NH:10][CH:9]([C:11]3[CH:16]=[CH:15][CH:14]=[CH:13][C:12]=3[Cl:17])[CH2:8][O:7][C:6]=2[CH:18]=1.[CH3:19][N:20]1[C:24](B(O)O)=[CH:23][C:22]([C:28]([F:31])([F:30])[F:29])=[N:21]1.C(=O)([O-])[O-].[K+].[K+].O1CCOCC1, predict the reaction product. The product is: [Cl:17][C:12]1[CH:13]=[CH:14][CH:15]=[CH:16][C:11]=1[CH:9]1[CH2:8][O:7][C:6]2[CH:18]=[C:2]([C:24]3[N:20]([CH3:19])[N:21]=[C:22]([C:28]([F:31])([F:30])[F:29])[CH:23]=3)[CH:3]=[CH:4][C:5]=2[NH:10]1. (2) Given the reactants [C:1]([O:5][C:6]([N:8]1[C:12](=[O:13])[CH2:11][CH2:10][C@H:9]1[CH2:14][C:15]1[CH:20]=[CH:19][C:18]([C:21]2[CH:26]=[CH:25][CH:24]=[CH:23][CH:22]=2)=[CH:17][CH:16]=1)=[O:7])([CH3:4])([CH3:3])[CH3:2].F[P-](F)(F)(F)(F)F.[Li+].C(OC(O[C:45]([CH3:48])([CH3:47])C)N(C)C)(C)(C)C.[CH3:49][NH:50]C.O1[CH2:56][CH2:55][CH2:54]C1, predict the reaction product. The product is: [C:1]([O:5][C:6]([N:8]1[C@H:9]([CH2:14][C:15]2[CH:16]=[CH:17][C:18]([C:21]3[CH:22]=[CH:23][CH:24]=[CH:25][CH:26]=3)=[CH:19][CH:20]=2)[CH2:10]/[C:11](=[CH:49]\[N:50]([CH:45]([CH3:47])[CH3:48])[CH:55]([CH3:56])[CH3:54])/[C:12]1=[O:13])=[O:7])([CH3:4])([CH3:2])[CH3:3].